From a dataset of Reaction yield outcomes from USPTO patents with 853,638 reactions. Predict the reaction yield, written as a fraction of the theoretical maximum amount of product (1.0 means a 100% yield; for example, 0.34 means a 34% yield). (1) The reactants are [C:1]1([CH:8]=[CH:7][CH:6]=[C:4]([OH:5])[CH:3]=1)[OH:2].Br[C:10]12[CH2:19][CH:14]3[CH2:15][CH:16]([CH2:18][CH:12]([CH2:13]3)[CH2:11]1)[CH2:17]2. The catalyst is C1(C)C=CC=CC=1. The product is [C:10]12([C:6]3[CH:7]=[C:8]([C:10]45[CH2:19][CH:14]6[CH2:15][CH:16]([CH2:18][CH:12]([CH2:13]6)[CH2:11]4)[CH2:17]5)[C:1]([OH:2])=[CH:3][C:4]=3[OH:5])[CH2:19][CH:14]3[CH2:15][CH:16]([CH2:18][CH:12]([CH2:13]3)[CH2:11]1)[CH2:17]2. The yield is 0.668. (2) The reactants are Cl[C:2]1[N:9]=[CH:8][CH:7]=[CH:6][C:3]=1[C:4]#[N:5].[SH:10][CH2:11][C:12]([O:14][CH2:15][CH3:16])=[O:13].C(=O)([O-])[O-].[Na+].[Na+].O. The catalyst is C(O)C. The product is [NH2:5][C:4]1[C:3]2[C:2](=[N:9][CH:8]=[CH:7][CH:6]=2)[S:10][C:11]=1[C:12]([O:14][CH2:15][CH3:16])=[O:13]. The yield is 0.830. (3) The reactants are [CH3:1][NH:2][CH2:3][C:4]1[N:5]([CH3:13])[C:6]2[C:11]([CH:12]=1)=[CH:10][CH:9]=[CH:8][CH:7]=2.CNCC1C=CC2C(=CC=CC=2)C=1CCC.[ClH:30].[CH2:31]([O:33][C:34]([CH2:36][N:37]1[CH2:43][C:42]2[CH:44]=[C:45](/[CH:48]=[CH:49]/[C:50]([OH:52])=O)[CH:46]=[N:47][C:41]=2[NH:40][C:39](=[O:53])[CH2:38]1)=[O:35])[CH3:32].Cl.CN1CC2C=C(/C=C/C(O)=O)C=NC=2NC(=O)C1. No catalyst specified. The product is [ClH:30].[CH2:31]([O:33][C:34](=[O:35])[CH2:36][N:37]1[CH2:43][C:42]2[CH:44]=[C:45](/[CH:48]=[CH:49]/[C:50](=[O:52])[N:2]([CH3:1])[CH2:3][C:4]3[N:5]([CH3:13])[C:6]4[C:11]([CH:12]=3)=[CH:10][CH:9]=[CH:8][CH:7]=4)[CH:46]=[N:47][C:41]=2[NH:40][C:39](=[O:53])[CH2:38]1)[CH3:32]. The yield is 0.560. (4) The reactants are [Br:1][C:2]1[CH:3]=[C:4]([S:12]([NH:15]C(C)(C)C)(=[O:14])=[O:13])[C:5]2[N:6]([CH:8]=[C:9]([CH3:11])[N:10]=2)[CH:7]=1. The catalyst is C(O)(C(F)(F)F)=O. The product is [Br:1][C:2]1[CH:3]=[C:4]([S:12]([NH2:15])(=[O:14])=[O:13])[C:5]2[N:6]([CH:8]=[C:9]([CH3:11])[N:10]=2)[CH:7]=1. The yield is 0.540. (5) The reactants are [CH3:1][C:2]1[CH:7]=[CH:6][N:5]=[CH:4][C:3]=1[NH2:8].[Cl:9][CH2:10][C:11]([N:14]=[C:15]=[O:16])([CH3:13])[CH3:12].CO. The catalyst is C1(C)C=CC=CC=1.C(Cl)(Cl)Cl. The product is [Cl:9][CH2:10][C:11]([NH:14][C:15]([NH:8][C:3]1[CH:4]=[N:5][CH:6]=[CH:7][C:2]=1[CH3:1])=[O:16])([CH3:13])[CH3:12]. The yield is 0.877. (6) The reactants are NC1C=CC(C(NC)=O)=CC=1.Cl.[CH2:13]([O:20][C:21]([N:23]1[CH2:28][CH2:27][CH:26]([NH:29][C:30]2[CH:35]=[CH:34][C:33]([C:36]([NH:38][CH3:39])=[O:37])=[CH:32][CH:31]=2)[CH2:25][CH2:24]1)=[O:22])[C:14]1[CH:19]=[CH:18][CH:17]=[CH:16][CH:15]=1.O=C1CCN(C(OCC2C=CC=CC=2)=O)CC1.C(O)(=O)C.[Cl:61]C(Cl)C.C(O[BH-](OC(=O)C)OC(=O)C)(=O)C.[Na+].[OH-].[Na+].Cl.C(O)(C)C. The catalyst is O. The product is [ClH:61].[CH2:13]([O:20][C:21]([N:23]1[CH2:28][CH2:27][CH:26]([NH:29][C:30]2[CH:35]=[CH:34][C:33]([C:36]([NH:38][CH3:39])=[O:37])=[CH:32][CH:31]=2)[CH2:25][CH2:24]1)=[O:22])[C:14]1[CH:19]=[CH:18][CH:17]=[CH:16][CH:15]=1. The yield is 0.860.